Dataset: Forward reaction prediction with 1.9M reactions from USPTO patents (1976-2016). Task: Predict the product of the given reaction. (1) Given the reactants [CH3:1][C:2]1[CH:7]=[C:6]([C:8](=O)[CH2:9][C@H:10]([C:18]2[CH:23]=[CH:22][C:21]([CH:24]3[CH2:27][N:26]([C:28]([O:30][C:31]([CH3:34])([CH3:33])[CH3:32])=[O:29])[CH2:25]3)=[CH:20][CH:19]=2)[C:11]2[CH:16]=[CH:15][CH:14]=[CH:13][C:12]=2[CH3:17])[CH:5]=[CH:4][N:3]=1.Cl.[NH2:37][OH:38].C(=O)([O-])O.[Na+], predict the reaction product. The product is: [OH:38]/[N:37]=[C:8](/[C:6]1[CH:5]=[CH:4][N:3]=[C:2]([CH3:1])[CH:7]=1)\[CH2:9][C@H:10]([C:18]1[CH:19]=[CH:20][C:21]([CH:24]2[CH2:27][N:26]([C:28]([O:30][C:31]([CH3:34])([CH3:33])[CH3:32])=[O:29])[CH2:25]2)=[CH:22][CH:23]=1)[C:11]1[CH:16]=[CH:15][CH:14]=[CH:13][C:12]=1[CH3:17]. (2) Given the reactants [Al+3].[Cl-].[Cl-].[Cl-].ClCCl.[Cl:8][CH2:9][CH2:10][C:11](Cl)=[O:12].[F:14][C:15]1[CH:20]=[CH:19][CH:18]=[CH:17][CH:16]=1, predict the reaction product. The product is: [Cl:8][CH2:9][CH2:10][C:11]([C:18]1[CH:19]=[CH:20][C:15]([F:14])=[CH:16][CH:17]=1)=[O:12]. (3) Given the reactants [CH3:1][O:2][CH2:3][C@H:4]([CH3:31])[O:5][C:6]1[CH:7]=[C:8]([C:23]2[NH:27][C:26]([C:28](O)=[O:29])=[CH:25][CH:24]=2)[CH:9]=[C:10]([O:12][Si:13]([CH:20]([CH3:22])[CH3:21])([CH:17]([CH3:19])[CH3:18])[CH:14]([CH3:16])[CH3:15])[CH:11]=1.[NH2:32][C@H:33]([CH2:37][OH:38])[C@@H:34]([CH3:36])[OH:35].[Cl-].COC1N=C(OC)N=C([N+]2(C)CCOCC2)N=1, predict the reaction product. The product is: [OH:38][CH2:37][C@@H:33]([NH:32][C:28]([C:26]1[NH:27][C:23]([C:8]2[CH:9]=[C:10]([O:12][Si:13]([CH:14]([CH3:15])[CH3:16])([CH:20]([CH3:22])[CH3:21])[CH:17]([CH3:18])[CH3:19])[CH:11]=[C:6]([O:5][C@@H:4]([CH3:31])[CH2:3][O:2][CH3:1])[CH:7]=2)=[CH:24][CH:25]=1)=[O:29])[C@H:34]([OH:35])[CH3:36]. (4) Given the reactants Cl[C:2]1[N:10]=[CH:9][C:8]([F:11])=[CH:7][C:3]=1[C:4]([OH:6])=[O:5].C([O-])([O-])=O.[K+].[K+].[CH3:18][S:19][C:20]1[CH:21]=[C:22]([CH:24]=[CH:25][CH:26]=1)[NH2:23].Cl, predict the reaction product. The product is: [F:11][C:8]1[CH:9]=[N:10][C:2]([NH:23][C:22]2[CH:24]=[CH:25][CH:26]=[C:20]([S:19][CH3:18])[CH:21]=2)=[C:3]([CH:7]=1)[C:4]([OH:6])=[O:5].